From a dataset of Full USPTO retrosynthesis dataset with 1.9M reactions from patents (1976-2016). Predict the reactants needed to synthesize the given product. The reactants are: [CH3:1][NH:2][CH3:3].[CH2:4]([O:6][C:7]([C:9]1[C:18]([Cl:19])=[CH:17][C:16]2[C:11](=[C:12]([CH:20]=O)[CH:13]=[CH:14][CH:15]=2)[CH:10]=1)=[O:8])[CH3:5].C([BH3-])#N.[Na+].C(O)(=O)C. Given the product [CH2:4]([O:6][C:7]([C:9]1[C:18]([Cl:19])=[CH:17][C:16]2[C:11](=[C:12]([CH2:20][N:2]([CH3:3])[CH3:1])[CH:13]=[CH:14][CH:15]=2)[CH:10]=1)=[O:8])[CH3:5], predict the reactants needed to synthesize it.